Dataset: Reaction yield outcomes from USPTO patents with 853,638 reactions. Task: Predict the reaction yield, written as a fraction of the theoretical maximum amount of product (1.0 means a 100% yield; for example, 0.34 means a 34% yield). (1) The reactants are [C:1]([O:5][C:6](=[O:16])[NH:7][CH2:8][C:9]1[CH:14]=[CH:13][C:12]([Br:15])=[CH:11][CH:10]=1)([CH3:4])([CH3:3])[CH3:2].[CH3:17]I. The catalyst is CN(C=O)C. The product is [C:1]([O:5][C:6](=[O:16])[N:7]([CH2:8][C:9]1[CH:10]=[CH:11][C:12]([Br:15])=[CH:13][CH:14]=1)[CH3:17])([CH3:4])([CH3:2])[CH3:3]. The yield is 0.980. (2) The reactants are [CH2:1]([CH:3]1[CH:7]([C:8]2[N:12]3[C:13]4[CH:19]=[CH:18][N:17]([CH2:20][O:21][CH2:22][CH2:23][Si:24]([CH3:27])([CH3:26])[CH3:25])[C:14]=4[N:15]=[CH:16][C:11]3=[N:10][N:9]=2)[CH2:6][CH:5]([OH:28])[CH2:4]1)[CH3:2].[H-].[Na+].Cl[C:32]1[CH:37]=[N:36][C:35]([C:38]#[N:39])=[CH:34][N:33]=1. The catalyst is CN(C=O)C. The product is [CH2:1]([CH:3]1[CH:7]([C:8]2[N:12]3[C:13]4[CH:19]=[CH:18][N:17]([CH2:20][O:21][CH2:22][CH2:23][Si:24]([CH3:26])([CH3:25])[CH3:27])[C:14]=4[N:15]=[CH:16][C:11]3=[N:10][N:9]=2)[CH2:6][CH:5]([O:28][C:32]2[N:33]=[CH:34][C:35]([C:38]#[N:39])=[N:36][CH:37]=2)[CH2:4]1)[CH3:2]. The yield is 0.690. (3) The catalyst is ClCCl. The reactants are [C:1]([N:9]=[C:10]=[S:11])(=[O:8])[C:2]1[CH:7]=[CH:6][CH:5]=[CH:4][CH:3]=1.[NH2:12][CH2:13][CH2:14][CH2:15][Si:16]([O:21][CH3:22])([O:19][CH3:20])[O:17][CH3:18]. The product is [CH2:15]([Si:16]([O:21][CH3:22])([O:19][CH3:20])[O:17][CH3:18])[CH2:14][CH3:13].[C:1]([NH:9][C:10]([NH2:12])=[S:11])(=[O:8])[C:2]1[CH:7]=[CH:6][CH:5]=[CH:4][CH:3]=1. The yield is 0.970. (4) The reactants are O[C:2]1([CH2:5][CH2:6][C@@H:7]([CH2:23][O:24]S(C2C=CC(C)=CC=2)(=O)=O)[CH2:8][C@H:9]2[CH2:13][O:12][C:11]([CH3:15])([CH3:14])[N:10]2[C:16]([O:18][C:19]([CH3:22])([CH3:21])[CH3:20])=[O:17])[CH2:4][CH2:3]1.C[Mg+].[Br-]. The catalyst is C1COCC1. The product is [CH2:4]1[C:2]2([CH2:5][CH2:6][C@H:7]([CH2:8][C@H:9]3[CH2:13][O:12][C:11]([CH3:15])([CH3:14])[N:10]3[C:16]([O:18][C:19]([CH3:22])([CH3:20])[CH3:21])=[O:17])[CH2:23][O:24]2)[CH2:3]1. The yield is 0.910. (5) The reactants are C(OC[Li])C.C(C1C=CC(C2C=CC(C(C)(C)C)=CC=2)=CC=1)(C)(C)C.[CH2:26]([O:28][CH2:29]Cl)[CH3:27].[Br:31][C:32]1[CH:37]=[CH:36][C:35]([NH:38][C:39]2[C:40]([CH:49]=[O:50])=[CH:41][C:42]3[NH:46][CH:45]=[N:44][C:43]=3[C:47]=2[F:48])=[C:34]([Cl:51])[CH:33]=1. The catalyst is C1COCC1. The product is [Br:31][C:32]1[CH:37]=[CH:36][C:35]([NH:38][C:39]2[C:40]([CH:49]([OH:50])[CH2:29][O:28][CH2:26][CH3:27])=[CH:41][C:42]3[NH:46][CH:45]=[N:44][C:43]=3[C:47]=2[F:48])=[C:34]([Cl:51])[CH:33]=1. The yield is 0.440. (6) The reactants are [CH:1]1N=C[N:3]([C:6]([N:8]2[CH:12]=N[CH:10]=[CH:9]2)=[O:7])[CH:2]=1.NCC1[CH:20]=[CH:19][C:18]([CH2:21][NH:22][C:23](=[O:29])[O:24][C:25]([CH3:28])([CH3:27])[CH3:26])=[CH:17][CH:16]=1.CCN(C(C)C)C(C)C.[CH2:39]([CH:46]1[CH2:51]CNCC1)[C:40]1[CH:45]=[CH:44][CH:43]=[CH:42][CH:41]=1. The catalyst is C(Cl)Cl. The product is [CH2:39]([CH:46]1[CH2:10][CH2:9][N:8]([C:6]([NH:3][CH2:2][C:1]2[CH:16]=[CH:17][C:18]([CH2:21][NH:22][C:23](=[O:29])[O:24][C:25]([CH3:27])([CH3:26])[CH3:28])=[CH:19][CH:20]=2)=[O:7])[CH2:12][CH2:51]1)[C:40]1[CH:41]=[CH:42][CH:43]=[CH:44][CH:45]=1. The yield is 0.660. (7) The reactants are N1CCCCC1.[Br:7][C:8]1[CH:9]=[C:10]([CH:13]=O)[S:11][CH:12]=1.C(O)(=O)[CH2:16][C:17]([OH:19])=[O:18]. The catalyst is C(Cl)Cl.C(OC(C)C)(C)C. The product is [Br:7][C:8]1[CH:9]=[C:10](/[CH:13]=[CH:16]/[C:17]([OH:19])=[O:18])[S:11][CH:12]=1. The yield is 0.504.